This data is from NCI-60 drug combinations with 297,098 pairs across 59 cell lines. The task is: Regression. Given two drug SMILES strings and cell line genomic features, predict the synergy score measuring deviation from expected non-interaction effect. (1) Drug 1: C1=CC(=C2C(=C1NCCNCCO)C(=O)C3=C(C=CC(=C3C2=O)O)O)NCCNCCO. Drug 2: C1CN(P(=O)(OC1)NCCCl)CCCl. Cell line: SF-268. Synergy scores: CSS=31.3, Synergy_ZIP=-1.63, Synergy_Bliss=-5.24, Synergy_Loewe=-45.0, Synergy_HSA=-6.07. (2) Drug 1: CC1=C(N=C(N=C1N)C(CC(=O)N)NCC(C(=O)N)N)C(=O)NC(C(C2=CN=CN2)OC3C(C(C(C(O3)CO)O)O)OC4C(C(C(C(O4)CO)O)OC(=O)N)O)C(=O)NC(C)C(C(C)C(=O)NC(C(C)O)C(=O)NCCC5=NC(=CS5)C6=NC(=CS6)C(=O)NCCC[S+](C)C)O. Drug 2: CC(C)(C#N)C1=CC(=CC(=C1)CN2C=NC=N2)C(C)(C)C#N. Cell line: SNB-75. Synergy scores: CSS=19.5, Synergy_ZIP=-3.68, Synergy_Bliss=-3.42, Synergy_Loewe=-3.71, Synergy_HSA=-2.53. (3) Drug 1: CC1=C2C(C(=O)C3(C(CC4C(C3C(C(C2(C)C)(CC1OC(=O)C(C(C5=CC=CC=C5)NC(=O)OC(C)(C)C)O)O)OC(=O)C6=CC=CC=C6)(CO4)OC(=O)C)OC)C)OC. Drug 2: CC1=C(C(CCC1)(C)C)C=CC(=CC=CC(=CC(=O)O)C)C. Cell line: SNB-19. Synergy scores: CSS=53.2, Synergy_ZIP=10.4, Synergy_Bliss=11.3, Synergy_Loewe=-20.4, Synergy_HSA=8.69.